From a dataset of Reaction yield outcomes from USPTO patents with 853,638 reactions. Predict the reaction yield, written as a fraction of the theoretical maximum amount of product (1.0 means a 100% yield; for example, 0.34 means a 34% yield). (1) The reactants are [C:1]([O:5][C:6]([N:8]1[CH2:13][CH2:12][CH:11]([N:14]2[CH2:18][CH2:17][CH:16]([CH2:19][C:20]3[C:25]([Cl:26])=[CH:24][C:23](OS(C(F)(F)F)(=O)=O)=[CH:22][C:21]=3[Cl:35])[C:15]2=[O:36])[CH2:10][CH2:9]1)=[O:7])([CH3:4])([CH3:3])[CH3:2].[CH3:37][O:38][C:39]([C:41]1[CH:46]=[CH:45][C:44](B(O)O)=[CH:43][CH:42]=1)=[O:40].C([O-])([O-])=O.[K+].[K+]. The catalyst is COCCOC.C1C=CC([P]([Pd]([P](C2C=CC=CC=2)(C2C=CC=CC=2)C2C=CC=CC=2)([P](C2C=CC=CC=2)(C2C=CC=CC=2)C2C=CC=CC=2)[P](C2C=CC=CC=2)(C2C=CC=CC=2)C2C=CC=CC=2)(C2C=CC=CC=2)C2C=CC=CC=2)=CC=1. The product is [C:1]([O:5][C:6]([N:8]1[CH2:9][CH2:10][CH:11]([N:14]2[CH2:18][CH2:17][C@@H:16]([CH2:19][C:20]3[C:25]([Cl:26])=[CH:24][C:23]([C:44]4[CH:45]=[CH:46][C:41]([C:39]([O:38][CH3:37])=[O:40])=[CH:42][CH:43]=4)=[CH:22][C:21]=3[Cl:35])[C:15]2=[O:36])[CH2:12][CH2:13]1)=[O:7])([CH3:3])([CH3:4])[CH3:2]. The yield is 0.880. (2) The reactants are [F:1][C:2]1[CH:7]=[CH:6][CH:5]=[C:4]([F:8])[C:3]=1[N:9]1[C:14]2[N:15]=[C:16](S(C)=O)[N:17]=[C:18]([C:19]3[CH:20]=[C:21]([CH:32]=[CH:33][C:34]=3[CH3:35])[C:22]([NH:24][C:25]3[CH:30]=[CH:29][C:28]([F:31])=[CH:27][CH:26]=3)=[O:23])[C:13]=2[CH2:12][NH:11][C:10]1=[O:39].[NH2:40][CH2:41][CH2:42][N:43]([CH3:51])[C:44](=[O:50])[O:45][C:46]([CH3:49])([CH3:48])[CH3:47].C(N(CC)C(C)C)(C)C. The catalyst is C1COCC1.CN(C=O)C. The product is [F:1][C:2]1[CH:7]=[CH:6][CH:5]=[C:4]([F:8])[C:3]=1[N:9]1[C:14]2[N:15]=[C:16]([NH:40][CH2:41][CH2:42][N:43]([CH3:51])[C:44](=[O:50])[O:45][C:46]([CH3:47])([CH3:48])[CH3:49])[N:17]=[C:18]([C:19]3[CH:20]=[C:21]([C:22]([NH:24][C:25]4[CH:30]=[CH:29][C:28]([F:31])=[CH:27][CH:26]=4)=[O:23])[CH:32]=[CH:33][C:34]=3[CH3:35])[C:13]=2[CH2:12][NH:11][C:10]1=[O:39]. The yield is 0.590. (3) The reactants are Br[C:2]1[CH:3]=[C:4]([N:22]([CH2:29][CH3:30])[CH:23]2[CH2:28][CH2:27][O:26][CH2:25][CH2:24]2)[C:5]([CH3:21])=[C:6]([CH:20]=1)[C:7]([NH:9][CH2:10][C:11]1[C:12](=[O:19])[NH:13][C:14]([CH3:18])=[CH:15][C:16]=1[CH3:17])=[O:8].[CH3:31][C:32]1[CH:33]=[C:34]([CH:37]=[CH:38][C:39]=1B1OC(C)(C)C(C)(C)O1)[CH:35]=[O:36].C([O-])([O-])=O.[Na+].[Na+]. The catalyst is O1CCOCC1.O.C1C=CC([P]([Pd]([P](C2C=CC=CC=2)(C2C=CC=CC=2)C2C=CC=CC=2)([P](C2C=CC=CC=2)(C2C=CC=CC=2)C2C=CC=CC=2)[P](C2C=CC=CC=2)(C2C=CC=CC=2)C2C=CC=CC=2)(C2C=CC=CC=2)C2C=CC=CC=2)=CC=1. The product is [CH3:17][C:16]1[CH:15]=[C:14]([CH3:18])[NH:13][C:12](=[O:19])[C:11]=1[CH2:10][NH:9][C:7]([C:6]1[CH:20]=[C:2]([C:39]2[CH:38]=[CH:37][C:34]([CH:35]=[O:36])=[CH:33][C:32]=2[CH3:31])[CH:3]=[C:4]([N:22]([CH2:29][CH3:30])[CH:23]2[CH2:28][CH2:27][O:26][CH2:25][CH2:24]2)[C:5]=1[CH3:21])=[O:8]. The yield is 0.693. (4) The reactants are [OH:1][C:2]1[CH:3]=[C:4]([CH:26]=[CH:27][CH:28]=1)[CH2:5][N:6]([C:19]1[CH:24]=[CH:23][C:22](I)=[CH:21][CH:20]=1)[S:7]([C:10]1[C:15]([CH3:16])=[CH:14][C:13]([CH3:17])=[CH:12][C:11]=1[CH3:18])(=[O:9])=[O:8].[CH2:29]([OH:32])[CH:30]=[CH2:31].C(=O)(O)[O-].[Na+].O. The catalyst is CN(C)C=O.[Cl-].C([N+](CCCC)(CCCC)CCCC)CCC.CC([O-])=O.CC([O-])=O.[Pd+2].C(OCC)(=O)C. The product is [OH:1][C:2]1[CH:3]=[C:4]([CH:26]=[CH:27][CH:28]=1)[CH2:5][N:6]([C:19]1[CH:24]=[CH:23][C:22]([CH2:31][CH2:30][CH:29]=[O:32])=[CH:21][CH:20]=1)[S:7]([C:10]1[C:15]([CH3:16])=[CH:14][C:13]([CH3:17])=[CH:12][C:11]=1[CH3:18])(=[O:9])=[O:8]. The yield is 0.640. (5) The reactants are C([O:5][C:6](=[O:25])[CH2:7][C@:8]1([CH2:16][NH:17]C(OC(C)(C)C)=O)[CH2:14][C@H:13]2[C@@H:9]1[CH:10]=[C:11]([CH3:15])[CH2:12]2)(C)(C)C.O.[C:27]1([S:33]([OH:36])(=[O:35])=[O:34])[CH:32]=[CH:31][CH:30]=[CH:29][CH:28]=1. The catalyst is C1C=CC=CC=1. The product is [C:27]1([S:33]([OH:36])(=[O:35])=[O:34])[CH:32]=[CH:31][CH:30]=[CH:29][CH:28]=1.[NH2:17][CH2:16][C@@:8]1([CH2:7][C:6]([OH:25])=[O:5])[CH2:14][C@H:13]2[C@@H:9]1[CH:10]=[C:11]([CH3:15])[CH2:12]2. The yield is 0.900.